Predict the reaction yield, written as a fraction of the theoretical maximum amount of product (1.0 means a 100% yield; for example, 0.34 means a 34% yield). From a dataset of Reaction yield outcomes from USPTO patents with 853,638 reactions. (1) The reactants are [C:1]([O:5][C:6](=[O:11])[NH:7][CH2:8][C:9]#[CH:10])([CH3:4])([CH3:3])[CH3:2].Cl.I[C:14]1[CH:15]=[C:16]2[C:21](=[CH:22][CH:23]=1)[N:20]=[CH:19][N:18]=[C:17]2[NH:24][C:25]1[CH:30]=[CH:29][C:28]([O:31][C:32]2[CH:33]=[N:34][C:35]([CH3:38])=[CH:36][CH:37]=2)=[C:27]([CH3:39])[CH:26]=1.C(NC(C)C)(C)C. The catalyst is C1COCC1.[Cu](I)I. The product is [C:1]([O:5][C:6](=[O:11])[NH:7][CH2:8][C:9]#[C:10][C:14]1[CH:15]=[C:16]2[C:21](=[CH:22][CH:23]=1)[N:20]=[CH:19][N:18]=[C:17]2[NH:24][C:25]1[CH:30]=[CH:29][C:28]([O:31][C:32]2[CH:33]=[N:34][C:35]([CH3:38])=[CH:36][CH:37]=2)=[C:27]([CH3:39])[CH:26]=1)([CH3:4])([CH3:3])[CH3:2]. The yield is 0.980. (2) The reactants are [F:1][C:2]1([F:17])[O:6][C:5]2[CH:7]=[CH:8][C:9]([C:11]3([C:14]([OH:16])=O)[CH2:13][CH2:12]3)=[CH:10][C:4]=2[O:3]1.CN(C(ON1N=NC2C=CC=NC1=2)=[N+](C)C)C.F[P-](F)(F)(F)(F)F.[NH2:42][CH:43]1[C:59]2[C:54](=[CH:55][C:56]([O:60][CH3:61])=[CH:57][CH:58]=2)[O:53][C:45]2([CH2:48][CH:47]([C:49]([O:51][CH3:52])=[O:50])[CH2:46]2)[CH2:44]1.C(N(C(C)C)C(C)C)C. The product is [F:17][C:2]1([F:1])[O:6][C:5]2[CH:7]=[CH:8][C:9]([C:11]3([C:14]([NH:42][CH:43]4[C:59]5[C:54](=[CH:55][C:56]([O:60][CH3:61])=[CH:57][CH:58]=5)[O:53][C:45]5([CH2:48][CH:47]([C:49]([O:51][CH3:52])=[O:50])[CH2:46]5)[CH2:44]4)=[O:16])[CH2:12][CH2:13]3)=[CH:10][C:4]=2[O:3]1. The catalyst is CN(C)C=O. The yield is 0.830. (3) The catalyst is C(O)C.O. The reactants are [OH:1][C:2]1[CH:3]=[CH:4][CH:5]=[C:6]2[C:11]=1[N:10]=[C:9]([CH3:12])[CH:8]=[CH:7]2.[Br:13][C:14]1[C:15]([O:24][CH3:25])=[C:16]([O:22][CH3:23])[CH:17]=[C:18]([CH:21]=1)[CH:19]=O.[C:26](#[N:30])[CH2:27][C:28]#[N:29].C1N2CCN(CC2)C1. The product is [NH2:30][C:26]1[O:1][C:2]2[C:11]3[C:6](=[CH:7][CH:8]=[C:9]([CH3:12])[N:10]=3)[CH:5]=[CH:4][C:3]=2[CH:19]([C:18]2[CH:17]=[C:16]([O:22][CH3:23])[C:15]([O:24][CH3:25])=[C:14]([Br:13])[CH:21]=2)[C:27]=1[C:28]#[N:29]. The yield is 0.200. (4) The reactants are C(Cl)(=O)C(Cl)=O.[Br:7][C:8]1[CH:16]=[CH:15][CH:14]=[C:13]2[C:9]=1[CH:10]=[C:11]([C:17]([OH:19])=O)[NH:12]2.[NH3:20]. The catalyst is C(Cl)Cl. The product is [Br:7][C:8]1[CH:16]=[CH:15][CH:14]=[C:13]2[C:9]=1[CH:10]=[C:11]([C:17]([NH2:20])=[O:19])[NH:12]2. The yield is 1.00.